This data is from Catalyst prediction with 721,799 reactions and 888 catalyst types from USPTO. The task is: Predict which catalyst facilitates the given reaction. (1) Reactant: [O:1]1[C:5]2[CH:6]=[CH:7][C:8]([CH:10]3[C:18]4[C:13](=[CH:14][CH:15]=[CH:16][CH:17]=4)[N:12]([CH2:19][CH2:20][CH2:21][CH2:22][CH3:23])[C:11]3=[O:24])=[CH:9][C:4]=2[O:3][CH2:2]1.Br[CH2:26][C:27]([O:29][CH3:30])=[O:28].[H-].[Na+]. Product: [O:1]1[C:5]2[CH:6]=[CH:7][C:8]([C:10]3([CH2:26][C:27]([O:29][CH3:30])=[O:28])[C:18]4[C:13](=[CH:14][CH:15]=[CH:16][CH:17]=4)[N:12]([CH2:19][CH2:20][CH2:21][CH2:22][CH3:23])[C:11]3=[O:24])=[CH:9][C:4]=2[O:3][CH2:2]1. The catalyst class is: 1. (2) Reactant: [O:1]=[C:2]1[C:10]2([CH2:14][O:13][C:12]3[CH:15]=[C:16]4[C:20](=[CH:21][C:11]2=3)[CH2:19][CH2:18][O:17]4)[C:9]2[C:4](=[CH:5][CH:6]=[CH:7][CH:8]=2)[N:3]1[CH2:22][C@@H:23]1[CH2:27][CH2:26][CH2:25][N:24]1C(OC(C)(C)C)=O.FC(F)(F)C(O)=O.[OH-].[Na+]. Product: [NH:24]1[CH2:25][CH2:26][CH2:27][C@H:23]1[CH2:22][N:3]1[C:4]2[C:9](=[CH:8][CH:7]=[CH:6][CH:5]=2)[C:10]2([CH2:14][O:13][C:12]3[CH:15]=[C:16]4[C:20](=[CH:21][C:11]2=3)[CH2:19][CH2:18][O:17]4)[C:2]1=[O:1]. The catalyst class is: 4. (3) Reactant: Cl[C:2]1C=CC=C(C(OO)=O)[CH:3]=1.C(S[C:15]1[CH:20]=[CH:19][CH:18]=[CH:17][C:16]=1[C:21]1[CH:22]=[CH:23][C:24]2[N:25]([CH:27]=[C:28]([C:30]([F:33])([F:32])[F:31])[N:29]=2)[CH:26]=1)C.[S:34]([O-:38])([O-])(=[O:36])=S.[Na+].[Na+]. Product: [CH2:2]([S:34]([C:15]1[CH:20]=[CH:19][CH:18]=[CH:17][C:16]=1[C:21]1[CH:22]=[CH:23][C:24]2[N:25]([CH:27]=[C:28]([C:30]([F:33])([F:32])[F:31])[N:29]=2)[CH:26]=1)(=[O:38])=[O:36])[CH3:3]. The catalyst class is: 22. (4) Product: [CH2:38]1[C:37]2[C:41](=[CH:42][C:43]([C:18]3[CH:19]=[C:20]4[C:15](=[C:16]([C:30]([NH2:32])=[O:31])[CH:17]=3)[NH:14][CH:13]=[C:12]4[CH:9]3[CH2:10][CH2:11][N:6]([S:3]([CH2:1][CH3:2])(=[O:4])=[O:5])[CH2:7][CH2:8]3)=[CH:35][CH:36]=2)[CH2:40][NH:39]1. The catalyst class is: 70. Reactant: [CH2:1]([S:3]([N:6]1[CH2:11][CH2:10][CH:9]([C:12]2[C:20]3[C:15](=[C:16]([C:30]([NH2:32])=[O:31])[CH:17]=[C:18](B4OC(C)(C)C(C)(C)O4)[CH:19]=3)[NH:14][CH:13]=2)[CH2:8][CH2:7]1)(=[O:5])=[O:4])[CH3:2].Cl.Br[C:35]1[CH:36]=[C:37]2[C:41](=[CH:42][CH:43]=1)[CH2:40][NH:39][CH2:38]2.C(=O)([O-])[O-].[Cs+].[Cs+]. (5) Reactant: [CH:1]([N:4]1[C:8]2[N:9]=[C:10]([C:19]3[CH:25]=[CH:24][C:22]([NH2:23])=[CH:21][CH:20]=3)[N:11]=[C:12]([N:13]3[CH2:18][CH2:17][O:16][CH2:15][CH2:14]3)[C:7]=2[N:6]=[N:5]1)([CH3:3])[CH3:2].[N+:26]([C:29]1[CH:34]=[CH:33][C:32]([N:35]=[C:36]=[O:37])=[CH:31][CH:30]=1)([O-:28])=[O:27]. Product: [CH3:2][CH:1]([N:4]1[C:8]2[N:9]=[C:10]([C:19]3[CH:25]=[CH:24][C:22]([NH:23][C:36]([NH:35][C:32]4[CH:31]=[CH:30][C:29]([N+:26]([O-:28])=[O:27])=[CH:34][CH:33]=4)=[O:37])=[CH:21][CH:20]=3)[N:11]=[C:12]([N:13]3[CH2:18][CH2:17][O:16][CH2:15][CH2:14]3)[C:7]=2[N:6]=[N:5]1)[CH3:3]. The catalyst class is: 1. (6) The catalyst class is: 2. Reactant: C([NH:8][N:9]1[C:15](=[O:16])[CH2:14][C:13]2[CH:17]=[CH:18][CH:19]=[CH:20][C:12]=2[C:11]2[CH:21]=[CH:22][CH:23]=[CH:24][C:10]1=2)(OC(C)(C)C)=O.CN(C=O)C.C([O-])([O-])=O.[Cs+].[Cs+].[Cl:36][CH2:37][C:38](=[O:43])[C:39]([CH3:42])([CH3:41])[CH3:40]. Product: [ClH:36].[NH2:8][N:9]1[C:15](=[O:16])[CH:14]([CH2:37][C:38](=[O:43])[C:39]([CH3:42])([CH3:41])[CH3:40])[C:13]2[CH:12]=[CH:20][CH:19]=[CH:18][C:17]=2[C:24]2[CH:23]=[CH:22][CH:21]=[CH:11][C:10]1=2.